From a dataset of Full USPTO retrosynthesis dataset with 1.9M reactions from patents (1976-2016). Predict the reactants needed to synthesize the given product. (1) Given the product [NH2:8][C@@H:9]([CH3:12])[CH2:10][O:11][C:27]([NH:13][C:14]1[C:15]([OH:25])=[C:16]([S:21]([OH:24])(=[O:23])=[O:22])[CH:17]=[C:18]([Cl:20])[CH:19]=1)=[O:29], predict the reactants needed to synthesize it. The reactants are: C(OC([NH:8][C@@H:9]([CH3:12])[CH2:10][OH:11])=O)(C)(C)C.[NH2:13][C:14]1[C:15]([OH:25])=[C:16]([S:21]([OH:24])(=[O:23])=[O:22])[CH:17]=[C:18]([Cl:20])[CH:19]=1.Cl[C:27](Cl)([O:29]C(=O)OC(Cl)(Cl)Cl)Cl.N1C=CC=CC=1. (2) Given the product [CH:20]([N:19]([CH2:22][CH2:23][C:24]1[CH:29]=[CH:28][CH:27]=[CH:26][N:25]=1)[C:16]1[CH:17]=[CH:18][C:13]([NH:12][C:47]([C:32]2[C:33]([C:37]3[CH:42]=[CH:41][C:40]([C:43]([F:44])([F:46])[F:45])=[CH:39][CH:38]=3)=[CH:34][CH:35]=[CH:36][C:31]=2[CH3:30])=[O:48])=[CH:14][CH:15]=1)=[O:21], predict the reactants needed to synthesize it. The reactants are: CN(C)CCCN=C=NCC.[NH2:12][C:13]1[CH:18]=[CH:17][C:16]([N:19]([CH2:22][CH2:23][C:24]2[CH:29]=[CH:28][CH:27]=[CH:26][N:25]=2)[CH:20]=[O:21])=[CH:15][CH:14]=1.[CH3:30][C:31]1[CH:36]=[CH:35][CH:34]=[C:33]([C:37]2[CH:42]=[CH:41][C:40]([C:43]([F:46])([F:45])[F:44])=[CH:39][CH:38]=2)[C:32]=1[C:47](O)=[O:48].ON1C2C=CC=CC=2N=N1. (3) Given the product [F:45][C:44]([F:47])([F:46])[C:42]([OH:48])=[O:43].[CH3:1][O:2][CH2:3][CH2:4][CH2:5][O:6][C@@H:7]([C:36]1[CH:37]=[CH:38][CH:39]=[CH:40][CH:41]=1)[C@@H:8]1[CH2:13][CH2:12][CH2:11][N:10]([C:14]([NH:16][C@@H:17]([CH2:29][CH:30]2[CH2:35][CH2:34][CH2:33][CH2:32][CH2:31]2)[CH2:18][NH2:19])=[O:15])[CH2:9]1, predict the reactants needed to synthesize it. The reactants are: [CH3:1][O:2][CH2:3][CH2:4][CH2:5][O:6][C@@H:7]([C:36]1[CH:41]=[CH:40][CH:39]=[CH:38][CH:37]=1)[C@@H:8]1[CH2:13][CH2:12][CH2:11][N:10]([C:14]([NH:16][C@@H:17]([CH2:29][CH:30]2[CH2:35][CH2:34][CH2:33][CH2:32][CH2:31]2)[CH2:18][NH:19]C(=O)OCC[Si](C)(C)C)=[O:15])[CH2:9]1.[C:42]([OH:48])([C:44]([F:47])([F:46])[F:45])=[O:43].C(Cl)Cl. (4) Given the product [OH:28][CH2:27][C@@H:23]([NH:22][C:15]([C:6]1[N:7]=[N:8][C:9]([C:11]([NH:7][C@@H:6]([CH:5]([CH3:10])[CH3:1])[CH2:15][OH:29])=[O:13])=[CH:10][C:5]=1[CH2:1][CH:2]([CH3:3])[CH3:4])=[O:17])[CH:24]([CH3:26])[CH3:25], predict the reactants needed to synthesize it. The reactants are: [CH2:1]([C:5]1[CH:10]=[C:9]([C:11]([O:13]C)=O)[N:8]=[N:7][C:6]=1[C:15]([O:17]C)=O)[CH:2]([CH3:4])[CH3:3].[Mg+2].[Cl-].[Cl-].[NH2:22][C@H:23]([CH2:27][OH:28])[CH:24]([CH3:26])[CH3:25].[OH2:29]. (5) Given the product [F:1][C:2]1[CH:3]=[CH:4][C:5]([OH:17])=[C:6](/[CH:8]=[C:9]2/[C:10](=[O:16])[N:11]=[C:12]([N:29]3[CH2:27][CH2:28][CH2:22][CH2:23][N:18]3[CH2:24][CH2:25][OH:26])[S:13]/2)[CH:7]=1, predict the reactants needed to synthesize it. The reactants are: [F:1][C:2]1[CH:3]=[CH:4][C:5]([OH:17])=[C:6](/[CH:8]=[C:9]2/[C:10](=[O:16])[N:11]=[C:12](SC)[S:13]/2)[CH:7]=1.[N:18]1([CH2:24][CH2:25][OH:26])[CH2:23][CH2:22]NCC1.[CH2:27]([N:29](CC)CC)[CH3:28]. (6) Given the product [Cl:1][C:2]1[C:7]2[CH:8]=[CH:9][NH:10][C:6]=2[C:5]([C:20]([O:22][CH2:23][CH3:24])=[O:21])=[CH:4][N:3]=1, predict the reactants needed to synthesize it. The reactants are: [Cl:1][C:2]1[C:7]2[CH:8]=[CH:9][N:10](CC3C=CC(OC)=CC=3)[C:6]=2[C:5]([C:20]([O:22][CH2:23][CH3:24])=[O:21])=[CH:4][N:3]=1.S(=O)(=O)(O)O.C(=O)(O)[O-].[Na+]. (7) Given the product [Cl:1][C:2]1[CH:19]=[CH:18][CH:17]=[CH:16][C:3]=1[CH2:4][N:5]1[C:13]2[C:8](=[CH:9][CH:10]=[CH:11][CH:12]=2)[C:7]([C:25]2[CH:26]=[CH:21][C:22]([OH:28])=[CH:23][CH:24]=2)([C:25]2[CH:24]=[CH:23][C:22]([OH:28])=[CH:21][CH:26]=2)[C:6]1=[O:15], predict the reactants needed to synthesize it. The reactants are: [Cl:1][C:2]1[CH:19]=[CH:18][CH:17]=[CH:16][C:3]=1[CH2:4][N:5]1[C:13]2[C:8](=[CH:9][CH:10]=[CH:11][CH:12]=2)[C:7](=O)[C:6]1=[O:15].C[C:21]1[CH:26]=[CH:25][CH:24]=[C:23](C)[C:22]=1[OH:28]. (8) Given the product [CH:2]1([C:6]2[NH:7][N:8]=[C:9]3[C:14]=2[CH2:13][CH2:12][C:11](=[O:15])[NH:10]3)[CH2:3][CH2:4][CH2:5]1, predict the reactants needed to synthesize it. The reactants are: Cl.[CH:2]1([C:6]2[NH:7][N:8]=[C:9]3[C:14]=2[CH:13]=[CH:12][C:11](=[O:15])[NH:10]3)[CH2:5][CH2:4][CH2:3]1. (9) Given the product [F:1][C:2]1[CH:29]=[CH:28][C:5]([CH2:6][N:7]([CH3:32])[C:8]([N:10]2[CH2:15][CH2:14][N:13]([C:16]3[CH:17]=[N:18][CH:19]=[CH:20][C:21]=3[N:22]3[CH:26]=[C:25]([CH3:27])[CH:24]=[N:23]3)[CH2:12][CH2:11]2)=[O:9])=[CH:4][CH:3]=1, predict the reactants needed to synthesize it. The reactants are: [F:1][C:2]1[CH:29]=[CH:28][C:5]([CH2:6][NH:7][C:8]([N:10]2[CH2:15][CH2:14][N:13]([C:16]3[CH:17]=[N:18][CH:19]=[CH:20][C:21]=3[N:22]3[CH:26]=[C:25]([CH3:27])[CH:24]=[N:23]3)[CH2:12][CH2:11]2)=[O:9])=[CH:4][CH:3]=1.[H-].[Na+].[CH3:32]I.[Cl-].[NH4+].